From a dataset of Peptide-MHC class I binding affinity with 185,985 pairs from IEDB/IMGT. Regression. Given a peptide amino acid sequence and an MHC pseudo amino acid sequence, predict their binding affinity value. This is MHC class I binding data. The peptide sequence is QTVEMSPFY. The MHC is HLA-A24:03 with pseudo-sequence HLA-A24:03. The binding affinity (normalized) is 0.213.